From a dataset of Full USPTO retrosynthesis dataset with 1.9M reactions from patents (1976-2016). Predict the reactants needed to synthesize the given product. Given the product [NH2:1][C:2]1[C:3]([C:8]([O:10][CH3:11])=[O:9])=[N:4][C:5]([F:12])=[CH:6][N:7]=1, predict the reactants needed to synthesize it. The reactants are: [NH2:1][C:2]1[C:3]([C:8]([O:10][CH3:11])=[O:9])=[N:4][CH:5]=[CH:6][N:7]=1.[F:12]F.C(=O)([O-])O.[Na+].C(OCC)(=O)C.